This data is from NCI-60 drug combinations with 297,098 pairs across 59 cell lines. The task is: Regression. Given two drug SMILES strings and cell line genomic features, predict the synergy score measuring deviation from expected non-interaction effect. (1) Drug 1: C1=CN(C(=O)N=C1N)C2C(C(C(O2)CO)O)O.Cl. Drug 2: C1CC(C1)(C(=O)O)C(=O)O.[NH2-].[NH2-].[Pt+2]. Cell line: A549. Synergy scores: CSS=52.4, Synergy_ZIP=-0.987, Synergy_Bliss=-2.32, Synergy_Loewe=-0.465, Synergy_HSA=2.69. (2) Drug 1: CC1=C(C(=O)C2=C(C1=O)N3CC4C(C3(C2COC(=O)N)OC)N4)N. Drug 2: COC1=C2C(=CC3=C1OC=C3)C=CC(=O)O2. Cell line: EKVX. Synergy scores: CSS=2.05, Synergy_ZIP=0.360, Synergy_Bliss=1.10, Synergy_Loewe=-1.34, Synergy_HSA=-0.716. (3) Drug 1: C1CCC(C1)C(CC#N)N2C=C(C=N2)C3=C4C=CNC4=NC=N3. Drug 2: CC=C1C(=O)NC(C(=O)OC2CC(=O)NC(C(=O)NC(CSSCCC=C2)C(=O)N1)C(C)C)C(C)C. Cell line: TK-10. Synergy scores: CSS=25.0, Synergy_ZIP=-6.05, Synergy_Bliss=-1.69, Synergy_Loewe=-15.9, Synergy_HSA=-1.32. (4) Drug 1: CC1=C(C=C(C=C1)NC(=O)C2=CC=C(C=C2)CN3CCN(CC3)C)NC4=NC=CC(=N4)C5=CN=CC=C5. Drug 2: CC1=C(C(=CC=C1)Cl)NC(=O)C2=CN=C(S2)NC3=CC(=NC(=N3)C)N4CCN(CC4)CCO. Cell line: SK-OV-3. Synergy scores: CSS=23.6, Synergy_ZIP=9.43, Synergy_Bliss=9.43, Synergy_Loewe=-46.2, Synergy_HSA=4.44. (5) Drug 1: C1=CC(=CC=C1CC(C(=O)O)N)N(CCCl)CCCl.Cl. Drug 2: CC(C)CN1C=NC2=C1C3=CC=CC=C3N=C2N. Cell line: SF-295. Synergy scores: CSS=11.7, Synergy_ZIP=-1.03, Synergy_Bliss=-0.0678, Synergy_Loewe=-1.40, Synergy_HSA=-0.00234. (6) Drug 1: CN(C)C1=NC(=NC(=N1)N(C)C)N(C)C. Drug 2: C(CCl)NC(=O)N(CCCl)N=O. Cell line: CCRF-CEM. Synergy scores: CSS=5.05, Synergy_ZIP=-1.05, Synergy_Bliss=-1.24, Synergy_Loewe=-11.7, Synergy_HSA=-4.16.